From a dataset of Full USPTO retrosynthesis dataset with 1.9M reactions from patents (1976-2016). Predict the reactants needed to synthesize the given product. (1) Given the product [CH3:16][C@@:17]1([CH2:18][OH:19])[CH2:1][C@H:20]1[C@H:21]([C:23]1[CH:28]=[CH:27][CH:26]=[CH:25][C:24]=1[CH3:29])[CH3:22], predict the reactants needed to synthesize it. The reactants are: [CH2:1]([Zn]CC)C.C1(C)C=CC=CC=1.ClCI.[CH3:16]/[C:17](=[CH:20]\[CH:21]([C:23]1[CH:28]=[CH:27][CH:26]=[CH:25][C:24]=1[CH3:29])[CH3:22])/[CH2:18][OH:19].S(=O)(=O)(O)O. (2) Given the product [Cl:23][C:2]([Cl:22])([Cl:1])[CH2:3][O:4][C:5](=[O:21])[NH:6][C:7]1[CH:12]=[CH:11][N:10]([C@H:13]2[O:17][C@@H:16]([CH2:18][O:19][C:31]([O:32][C:33]3[CH:34]=[CH:35][C:36]([N+:39]([O-:41])=[O:40])=[CH:37][CH:38]=3)=[O:42])[S:15][CH2:14]2)[C:9](=[O:20])[N:8]=1, predict the reactants needed to synthesize it. The reactants are: [Cl:1][C:2]([Cl:23])([Cl:22])[CH2:3][O:4][C:5](=[O:21])[NH:6][C:7]1[CH:12]=[CH:11][N:10]([C@H:13]2[O:17][C@@H:16]([CH2:18][OH:19])[S:15][CH2:14]2)[C:9](=[O:20])[N:8]=1.CCN(CC)CC.[C:31](Cl)(=[O:42])[O:32][C:33]1[CH:38]=[CH:37][C:36]([N+:39]([O-:41])=[O:40])=[CH:35][CH:34]=1. (3) Given the product [CH3:32][S:33]([N:15]1[CH2:16][CH2:17][N:12]([C:10]2[N:9]=[C:8]3[C:3]([C:4](=[O:31])[CH:5]=[C:6]([NH:24][C:25]4[CH:30]=[CH:29][CH:28]=[CH:27][CH:26]=4)[N:7]3[C:18]3[CH:23]=[CH:22][CH:21]=[CH:20][CH:19]=3)=[C:2]([CH3:1])[CH:11]=2)[CH2:13][CH2:14]1)(=[O:35])=[O:34], predict the reactants needed to synthesize it. The reactants are: [CH3:1][C:2]1[CH:11]=[C:10]([N:12]2[CH2:17][CH2:16][NH:15][CH2:14][CH2:13]2)[N:9]=[C:8]2[C:3]=1[C:4](=[O:31])[CH:5]=[C:6]([NH:24][C:25]1[CH:30]=[CH:29][CH:28]=[CH:27][CH:26]=1)[N:7]2[C:18]1[CH:23]=[CH:22][CH:21]=[CH:20][CH:19]=1.[CH3:32][S:33](Cl)(=[O:35])=[O:34]. (4) Given the product [F:30][C:31]1[CH:36]=[CH:35][C:34]([S:37]([NH:4][C@H:5]([C:10]2[N:11]=[C:12]([NH:15][C:16]3[CH:21]=[CH:20][C:19]([N:22]4[CH:26]=[C:25]([CH3:27])[N:24]=[CH:23]4)=[C:18]([O:28][CH3:29])[CH:17]=3)[S:13][CH:14]=2)[CH2:6][CH:7]([CH3:8])[CH3:9])(=[O:39])=[O:38])=[CH:33][CH:32]=1, predict the reactants needed to synthesize it. The reactants are: Cl.Cl.Cl.[NH2:4][C@H:5]([C:10]1[N:11]=[C:12]([NH:15][C:16]2[CH:21]=[CH:20][C:19]([N:22]3[CH:26]=[C:25]([CH3:27])[N:24]=[CH:23]3)=[C:18]([O:28][CH3:29])[CH:17]=2)[S:13][CH:14]=1)[CH2:6][CH:7]([CH3:9])[CH3:8].[F:30][C:31]1[CH:36]=[CH:35][C:34]([S:37](Cl)(=[O:39])=[O:38])=[CH:33][CH:32]=1. (5) Given the product [NH2:51][C:44]1[N:45]=[C:46]([S:8][CH2:9][CH2:10][O:11][C:12](=[O:14])[NH2:13])[CH:47]=[C:42]([C:30]2[C:29]([Cl:28])=[CH:41][C:33]3[CH2:34][O:35][CH2:36][C:37]4[C:32]=3[C:31]=2[CH:40]=[CH:39][CH:38]=4)[N:43]=1, predict the reactants needed to synthesize it. The reactants are: [C:12]([O:11][CH2:10][CH2:9][S:8][S:8][CH2:9][CH2:10][O:11][C:12](=[O:14])[NH2:13])(=[O:14])[NH2:13].C(P(CCCC)CCCC)CCC.[Cl:28][C:29]1[C:30]([C:42]2[CH:47]=[C:46](S(C)=O)[N:45]=[C:44]([NH2:51])[N:43]=2)=[C:31]2[CH:40]=[CH:39][CH:38]=[C:37]3[C:32]2=[C:33]([CH:41]=1)[CH2:34][O:35][CH2:36]3.C(N(CC)C(C)C)(C)C.Cl.